Dataset: Experimentally validated miRNA-target interactions with 360,000+ pairs, plus equal number of negative samples. Task: Binary Classification. Given a miRNA mature sequence and a target amino acid sequence, predict their likelihood of interaction. (1) The miRNA is hsa-miR-30d-3p with sequence CUUUCAGUCAGAUGUUUGCUGC. The protein sequence of the target gene is MPSTNRAGSLKDPEIAELFFKEDPEKLFTDLREIGHGSFGAVYFARDVRTNEVVAIKKMSYSGKQSTEKWQDIIKEVKFLQRIKHPNSIEYKGCYLREHTAWLVMEYCLGSASDLLEVHKKPLQEVEIAAITHGALQGLAYLHSHTMIHRDIKAGNILLTEPGQVKLADFGSASMASPANSFVGTPYWMAPEVILAMDEGQYDGKVDVWSLGITCIELAERKPPLFNMNAMSALYHIAQNESPTLQSNEWSDYFRNFVDSCLQKIPQDRPTSEELLKHMFVLRERPETVLIDLIQRTKDA.... Result: 0 (no interaction). (2) The miRNA is dre-miR-92a-3p with sequence UAUUGCACUUGUCCCGGCCUGU. The protein sequence of the target gene is MEAARCAPGPRGDSAFDDETLRLRQLKLDNQRALLEKKQRKKRLEPLMVQPNPEARLRRLKPRGSEEHTPLVDPQMPRSDVILHGIDGPAAFLKPEAQDLESKPQVLSVGSPAPEEGTEGSADGESPEETAPKPDLQEILQKHGILSSVNYDEEPDKEEDEGGNLSSPSARSEESAAASQKAASETGASGVTAQQGDAQLGEVENLEDFAYSPAPRGVTVKCKVTRDKKGMDRGLFPTYYMHLEREENRKIFLLAGRKRKKSKTSNYLVSTDPTDLSREGESYIGKLRSNLMGTKFTVYD.... Result: 0 (no interaction). (3) The miRNA is hsa-miR-181a-5p with sequence AACAUUCAACGCUGUCGGUGAGU. The protein sequence of the target gene is MKLIVGIGGMTNGGKTTLTNSLLRALPNCCVIHQDDFFKPQDQIAVGEDGFKQWDVLESLDMEAMLDTVQAWLSSPQKFARAHGVSVQPEASDTHILLLEGFLLYSYKPLVDLYSRRYFLTVPYEECKWRRSTRNYTVPDPPGLFDGHVWPMYQKYRQEMEANGVEVVYLDGMKSREELFREVLEDIQNSLLNRSQESAPSPARPARTQGPGRGCGHRTARPAASQQDSM. Result: 1 (interaction). (4) The miRNA is mmu-miR-19a-3p with sequence UGUGCAAAUCUAUGCAAAACUGA. The protein sequence of the target gene is MEDSEALGFEHMGLDPRLLQAVTDLGWSRPTLIQEKAIPLALEGKDLLARARTGSGKTAAYAIPMLQLLLHRKATGPVVEQAVRGLVLVPTKELARQAQSMIQQLATYCARDVRVANVSAAEDSVSQRAVLMEKPDVVVGTPSRILSHLQQDSLKLRDSLELLVVDEADLLFSFGFEEELKSLLCHLPRIYQAFLMSATFNEDVQALKELILHNPVTLKLQESQLPGPDQLQQFQVVCETEEDKFLLLYALLKLSLIRGKSLLFVNTLERSYRLRLFLEQFSIPTCVLNGELPLRSRCHI.... Result: 0 (no interaction). (5) The miRNA is cel-miR-1832a-3p with sequence UGGGCGGAGCGAAUCGAUGAU. The protein sequence of the target gene is MAAGGTGGLREEQRYGLSCGRLGQDNITVLHVKLTETAIRALETYQSHKNLIPFRPSIQFQGLHGLVKIPKNDPLNEVHNFNFYLSNVGKDNPQGSFDCIQQTFSSSGASQLNCLGFIQDKITVCATNDSYQMTRERMTQAEEESRNRSTKVIKPGGPYVGKRVQIRKAPQAVSDTVPERKRSTPMNPANTIRKTHSSSTISQRPYRDRVIHLLALKAYKKPELLARLQKDGVNQKDKNSLGAILQQVANLNSKDLSYTLKDYVFKELQRDWPGYSEIDRRSLESVLSRKLNPSQNAAGT.... Result: 0 (no interaction). (6) The miRNA is mmu-miR-363-5p with sequence CAGGUGGAACACGAUGCAAUUU. The protein sequence of the target gene is MVCGGFACSRNALCALNVVYMLVGFLLIGVAAWGKGLGVVSSIHIIGGVIAVGVFLLLIAVAGLVGAANHHQVLLFFYMIILGLVFIFQFGISCSCLAINRNTQADVINASWSVLSNSTRHELERSFDCCGLFNLTTLRLQDDTSCSAVCKTKSSTCQMCGERFLKHSDKALKILGGVGLFFSFTEILGVWLAMRFRNQKDPRANPSAFL. Result: 1 (interaction). (7) The miRNA is hsa-miR-6505-5p with sequence UUGGAAUAGGGGAUAUCUCAGC. The protein sequence of the target gene is MSDKDDIETPLLTEAAPILEDGNCEPAKNSESVDQGAKPESKSEPVVSTRKRPETKPSSDLETSKVLPIQDNVSKDVPQTRWGYWGSWGKSILSSASATVATVGQGISNVIEKAETSLGIPGPSEISTEVKYVAGETNAKENENSSPVAGAFGVFSTISTAVQSTGKSVISGGLDALEFIGKKTMDVIAEGDPGFKRTKGLMNRNATLSQVLREAKEKEEIRTSNEVTVETDKKTHYGLLFDEFQGLSHLEALEMLSQESEIKVKSILNSLSGEELETLKVELEQLKETFSLAEFCEEEE.... Result: 0 (no interaction). (8) The miRNA is hsa-miR-451b with sequence UAGCAAGAGAACCAUUACCAUU. The protein sequence of the target gene is MTAIKHALQRDIFTPNDERLLSIVNVCKAGKKKKNCFLCATVTTERPVQVKVVKVKKSDKGDFYKRQIAWALRDLAVVDAKDAIKENPEFDLHFEKVYKWVASSTAEKNAFISCIWKLNQRYLRKKIDFVNVSSQLLEESVPSGENQSVAGGDEEAVDEYQELNAREEQDIEIMMEGCECAISNAEAFAEKLSRELQVLDGANIQSIMASEKQVNTLMQLLDEALTEVDQIELKLSSYEEMLQSVKEQMDQISESNHLIHLSNTNNVKLLSEIEFLVNHMDLAKGHIKALQEGDLVSSRG.... Result: 0 (no interaction). (9) The miRNA is hsa-miR-20b-5p with sequence CAAAGUGCUCAUAGUGCAGGUAG. The protein sequence of the target gene is MCGPAMFPAGPPWPRVRVVQVLWALLAVLLASWRLWAIKDFQECTWQVVLNEFKRVGESGVSDSFFEQEPVDTVSSLFHMLVDSPIDPSEKYLGFPYYLKINYSCEEKPSEDLVRMGHLTGLKPLVLVTFQSPVNFYRWKIEQLQIQMEAAPFRSKEPCMAEEVCSMSWYTPMPIKKGSVVMRVDISSNGLGTFIPDKRFQMNINGFLKRDRDNNIQFTVGEELFNLMPQYFVGVSSRPLWHTVDQSPVLILGGIPNEKYVLMTDTSFKDFSLVELSIDSCWVGSFYCPHSGFTATIYDT.... Result: 0 (no interaction). (10) The miRNA is hsa-miR-4740-5p with sequence AGGACUGAUCCUCUCGGGCAGG. The protein sequence of the target gene is MDPTISTLDTELTPINGTEETLCYKQTLSLTVLTCIVSLVGLTGNAVVLWLLGCRMRRNAFSIYILNLAAADFLFLSGRLIYSLLSFISIPHTISKILYPVMMFSYFAGLSFLSAVSTERCLSVLWPIWYRCHRPTHLSAVVCVLLWALSLLRSILEWMLCGFLFSGADSAWCQTSDFITVAWLIFLCVVLCGSSLVLLIRILCGSRKIPLTRLYVTILLTVLVFLLCGLPFGIQFFLFLWIHVDREVLFCHVHLVSIFLSALNSSANPIIYFFVGSFRQRQNRQNLKLVLQRALQDASE.... Result: 0 (no interaction).